From a dataset of Drug-target binding data from BindingDB using IC50 measurements. Regression. Given a target protein amino acid sequence and a drug SMILES string, predict the binding affinity score between them. We predict pIC50 (pIC50 = -log10(IC50 in M); higher means more potent). Dataset: bindingdb_ic50. (1) The small molecule is Cn1cccc1C(=O)NCc1ccc(C(=O)NO)cc1. The target protein (Q9UQL6) has sequence MNSPNESDGMSGREPSLEILPRTSLHSIPVTVEVKPVLPRAMPSSMGGGGGGSPSPVELRGALVGSVDPTLREQQLQQELLALKQQQQLQKQLLFAEFQKQHDHLTRQHEVQLQKHLKQQQEMLAAKQQQEMLAAKRQQELEQQRQREQQRQEELEKQRLEQQLLILRNKEKSKESAIASTEVKLRLQEFLLSKSKEPTPGGLNHSLPQHPKCWGAHHASLDQSSPPQSGPPGTPPSYKLPLPGPYDSRDDFPLRKTASEPNLKVRSRLKQKVAERRSSPLLRRKDGTVISTFKKRAVEITGAGPGASSVCNSAPGSGPSSPNSSHSTIAENGFTGSVPNIPTEMLPQHRALPLDSSPNQFSLYTSPSLPNISLGLQATVTVTNSHLTASPKLSTQQEAERQALQSLRQGGTLTGKFMSTSSIPGCLLGVALEGDGSPHGHASLLQHVLLLEQARQQSTLIAVPLHGQSPLVTGERVATSMRTVGKLPRHRPLSRTQSSP.... The pIC50 is 5.5. (2) The small molecule is CC(=O)O[C@H]1CC[C@@]2(C)O[C@H]2CC/C(C)=C/C[C@]2(C(C)C)CC[C@@]1(C)O2. The target protein sequence is MKAHPKEMVPLMGKRTTAPGGNPAVLTEKRPADLTPTKKSAHFFLEIEGFEPNPTVTKTSPPIFSKPMDSNIRQCLSGNCDDMDSPQSPQDDVTETPSNPNSPSANLAKEEQRQKKKRLKKCIFAAVSEGCVRELRELLQDLQELCRRRRGLDASDFLMHKLTASDTGKTCLMKALLNINPNTKEIVRILLAFAEENDILDRFINAEYTEEAYEGQTALNIAIERRQGDITAVLIAAGADVNAHAKGVFFNPKYQHEGFYFGETPLALAACTNQPEIVQLLMENEQTDITSQDSRGNNILHALVTVAEDFKTQNDFVKRMYDMILLRSGNWELETMRNNDGLTPLQLAAKMGKAEILKYILGREIKEKPLRSLSRKFTDWAYGPVSSSLYDLTNVDTTTDNSVLEIIVYNTNIDNRHEVLTLEPLHTLLHMKWKKFAKYMFFLSFCFYFSYNITLTLVSYYRPREGEALPHPLALTHKMSWLQLLGRMFVLIWAMCISVK.... The pIC50 is 4.7. (3) The small molecule is COC(=O)c1ccnc(-c2cc(C(=O)NCCc3ccccc3)ccn2)c1. The target protein sequence is MEAATTLHPGPRPALPLGGPGPLGEFLPPPECPVFEPSWEEFADPFAFIHKIRPIAEQTGICKVRPPPDWQPPFACDVDKLHFTPRIQRLNELEAQTRVKLNFLDQIAKYWELQGSTLKIPHVERKILDLFQLNKLVAEEGGFAVVCKDRKWTKIATKMGFAPGKAVGSHIRGHYERILNPYNLFLSGDSLRCLQKPNLTTDTKDKEYKPHDIPQRQSVQPSETCPPARRAKRMRAEAMNIKIEPEETTEARTHNLRRRMGCPTPKCENEKEMKSSIKQEPIERKDYIVENEKEKPKSRSKKATNAVDLYVCLLCGSGNDEDRLLLCDGCDDSYHTFCLIPPLHDVPKGDWRCPKCLAQECSKPQEAFGFEQAARDYTLRTFGEMADAFKSDYFNMPVHMVPTELVEKEFWRLVSTIEEDVTVEYGADIASKEFGSGFPVRDGKIKLSPEEEEYLDSGWNLNNMPVMEQSVLAHITADICGMKLPWLYVGMCFSSFCWHI.... The pIC50 is 4.0. (4) The small molecule is CCn1sc(=O)n(Cc2ccccc2)c1=O. The target is XTSFAESXKPVQQPSAFGS. The pIC50 is 5.2.